This data is from Peptide-MHC class I binding affinity with 185,985 pairs from IEDB/IMGT. The task is: Regression. Given a peptide amino acid sequence and an MHC pseudo amino acid sequence, predict their binding affinity value. This is MHC class I binding data. (1) The peptide sequence is LPCRIKQII. The MHC is HLA-A24:02 with pseudo-sequence HLA-A24:02. The binding affinity (normalized) is 0. (2) The peptide sequence is MQDGRFDGI. The MHC is HLA-A02:16 with pseudo-sequence HLA-A02:16. The binding affinity (normalized) is 0.412. (3) The peptide sequence is YQSMIRPPY. The MHC is BoLA-D18.4 with pseudo-sequence BoLA-D18.4. The binding affinity (normalized) is 0.738. (4) The peptide sequence is ETLWSPWKL. The MHC is HLA-B58:01 with pseudo-sequence HLA-B58:01. The binding affinity (normalized) is 0.329. (5) The peptide sequence is YMPYVFTLLF. The MHC is HLA-A26:01 with pseudo-sequence HLA-A26:01. The binding affinity (normalized) is 0.340. (6) The peptide sequence is MEAQFLYLYA. The MHC is HLA-B45:01 with pseudo-sequence HLA-B45:01. The binding affinity (normalized) is 0.861. (7) The peptide sequence is GTFKSVAVK. The MHC is HLA-A11:01 with pseudo-sequence HLA-A11:01. The binding affinity (normalized) is 0.728. (8) The peptide sequence is SVDIETAIR. The MHC is HLA-A03:01 with pseudo-sequence HLA-A03:01. The binding affinity (normalized) is 0. (9) The peptide sequence is DITNILGGVL. The MHC is HLA-A02:02 with pseudo-sequence HLA-A02:02. The binding affinity (normalized) is 0.130. (10) The peptide sequence is TYVQLESRF. The MHC is HLA-A24:02 with pseudo-sequence HLA-A24:02. The binding affinity (normalized) is 0.